Regression. Given two drug SMILES strings and cell line genomic features, predict the synergy score measuring deviation from expected non-interaction effect. From a dataset of NCI-60 drug combinations with 297,098 pairs across 59 cell lines. (1) Drug 1: CC1=C2C(C(=O)C3(C(CC4C(C3C(C(C2(C)C)(CC1OC(=O)C(C(C5=CC=CC=C5)NC(=O)OC(C)(C)C)O)O)OC(=O)C6=CC=CC=C6)(CO4)OC(=O)C)OC)C)OC. Drug 2: N.N.Cl[Pt+2]Cl. Cell line: HS 578T. Synergy scores: CSS=66.5, Synergy_ZIP=17.7, Synergy_Bliss=17.5, Synergy_Loewe=-16.6, Synergy_HSA=16.7. (2) Drug 1: C1=C(C(=O)NC(=O)N1)F. Drug 2: CC1C(C(=O)NC(C(=O)N2CCCC2C(=O)N(CC(=O)N(C(C(=O)O1)C(C)C)C)C)C(C)C)NC(=O)C3=C4C(=C(C=C3)C)OC5=C(C(=O)C(=C(C5=N4)C(=O)NC6C(OC(=O)C(N(C(=O)CN(C(=O)C7CCCN7C(=O)C(NC6=O)C(C)C)C)C)C(C)C)C)N)C. Cell line: NCIH23. Synergy scores: CSS=35.8, Synergy_ZIP=-9.73, Synergy_Bliss=-12.5, Synergy_Loewe=-12.5, Synergy_HSA=-12.5. (3) Synergy scores: CSS=-2.42, Synergy_ZIP=0.196, Synergy_Bliss=-1.49, Synergy_Loewe=-6.91, Synergy_HSA=-5.48. Drug 1: COC1=NC(=NC2=C1N=CN2C3C(C(C(O3)CO)O)O)N. Drug 2: CC(C)NC(=O)C1=CC=C(C=C1)CNNC.Cl. Cell line: A498. (4) Drug 1: CCC1=CC2CC(C3=C(CN(C2)C1)C4=CC=CC=C4N3)(C5=C(C=C6C(=C5)C78CCN9C7C(C=CC9)(C(C(C8N6C)(C(=O)OC)O)OC(=O)C)CC)OC)C(=O)OC.C(C(C(=O)O)O)(C(=O)O)O. Drug 2: CN(CCCl)CCCl.Cl. Cell line: HCC-2998. Synergy scores: CSS=53.7, Synergy_ZIP=-4.69, Synergy_Bliss=-4.22, Synergy_Loewe=-15.8, Synergy_HSA=-4.11. (5) Drug 1: CN(CC1=CN=C2C(=N1)C(=NC(=N2)N)N)C3=CC=C(C=C3)C(=O)NC(CCC(=O)O)C(=O)O. Drug 2: N.N.Cl[Pt+2]Cl. Cell line: A549. Synergy scores: CSS=61.6, Synergy_ZIP=-7.56, Synergy_Bliss=-9.59, Synergy_Loewe=-3.93, Synergy_HSA=-1.50.